This data is from Catalyst prediction with 721,799 reactions and 888 catalyst types from USPTO. The task is: Predict which catalyst facilitates the given reaction. Reactant: [F:1][C:2]1([F:39])[O:6][C:5]2[CH:7]=[CH:8][C:9]([NH:11][C:12]([C:14]3[CH:19]=[CH:18][CH:17]=[CH:16][C:15]=3[NH:20][CH2:21][C:22]3[CH:27]=[CH:26][N:25]=[C:24]([C:28]([NH:30][CH2:31][CH:32]4[CH2:36][O:35]C(C)(C)[O:33]4)=[O:29])[CH:23]=3)=[O:13])=[CH:10][C:4]=2[O:3]1.Cl. Product: [F:39][C:2]1([F:1])[O:6][C:5]2[CH:7]=[CH:8][C:9]([NH:11][C:12]([C:14]3[CH:19]=[CH:18][CH:17]=[CH:16][C:15]=3[NH:20][CH2:21][C:22]3[CH:27]=[CH:26][N:25]=[C:24]([C:28]([NH:30][CH2:31][CH:32]([OH:33])[CH2:36][OH:35])=[O:29])[CH:23]=3)=[O:13])=[CH:10][C:4]=2[O:3]1. The catalyst class is: 21.